From a dataset of Reaction yield outcomes from USPTO patents with 853,638 reactions. Predict the reaction yield, written as a fraction of the theoretical maximum amount of product (1.0 means a 100% yield; for example, 0.34 means a 34% yield). (1) The reactants are [CH2:1]([C:4]1[C:9]2[O:10][CH:11]([CH2:14][O:15][S:16]([C:19]3[CH:24]=[CH:23][C:22]([CH3:25])=[CH:21][CH:20]=3)(=[O:18])=[O:17])[CH2:12][O:13][C:8]=2[CH:7]=[C:6]([Cl:26])[CH:5]=1)[CH:2]=[CH2:3]. The catalyst is C(Cl)Cl.CC#N.CC#N.Cl[Pd]Cl. The product is [Cl:26][C:6]1[CH:5]=[C:4]([CH:1]=[CH:2][CH3:3])[C:9]2[O:10][C@@H:11]([CH2:14][O:15][S:16]([C:19]3[CH:20]=[CH:21][C:22]([CH3:25])=[CH:23][CH:24]=3)(=[O:18])=[O:17])[CH2:12][O:13][C:8]=2[CH:7]=1. The yield is 0.610. (2) The reactants are [Cl:1][C:2]1[CH:3]=[C:4]([C:8]#[C:9][C:10]2[C:11]([F:30])=[CH:12][C:13]([F:29])=[C:14]([C@:16]3([CH3:28])[C:22]([F:24])([F:23])[C:21]([CH3:26])([CH3:25])[O:20][CH2:19][C:18](=O)[NH:17]3)[CH:15]=2)[CH:5]=[CH:6][CH:7]=1.COC1C=CC(P2(SP(C3C=CC(OC)=CC=3)(=S)S2)=[S:40])=CC=1. The catalyst is O1CCOCC1. The product is [Cl:1][C:2]1[CH:3]=[C:4]([C:8]#[C:9][C:10]2[C:11]([F:30])=[CH:12][C:13]([F:29])=[C:14]([C@:16]3([CH3:28])[C:22]([F:24])([F:23])[C:21]([CH3:26])([CH3:25])[O:20][CH2:19][C:18](=[S:40])[NH:17]3)[CH:15]=2)[CH:5]=[CH:6][CH:7]=1. The yield is 0.670. (3) The reactants are Br[C:2]1[CH:7]=[C:6]([O:8][CH2:9][CH2:10][CH2:11][CH2:12][CH2:13][CH2:14][CH2:15][CH3:16])[C:5](Br)=[CH:4][C:3]=1[O:18][CH2:19][CH2:20][CH2:21][CH2:22][CH2:23][CH2:24][CH2:25][CH3:26].[Mg].Br[C:29]1[S:30][CH:31]=[CH:32][CH:33]=1. The product is [S:30]1[CH:31]=[CH:32][CH:33]=[C:29]1[C:2]1[CH:7]=[C:6]([O:8][CH2:9][CH2:10][CH2:11][CH2:12][CH2:13][CH2:14][CH2:15][CH3:16])[C:5]([C:29]2[S:30][CH:31]=[CH:32][CH:33]=2)=[CH:4][C:3]=1[O:18][CH2:19][CH2:20][CH2:21][CH2:22][CH2:23][CH2:24][CH2:25][CH3:26]. The catalyst is O1CCCC1.C(OCC)(=O)C. The yield is 0.450. (4) The reactants are [OH:1][N:2]1[C:6](=[O:7])[C:5]2=[CH:8][CH:9]=[CH:10][CH:11]=[C:4]2[C:3]1=[O:12].[C:13]1(P(C2C=CC=CC=2)C2C=CC=CC=2)[CH:18]=CC=C[CH:14]=1.CC(O)C.N(C(OCC)=O)=NC(OCC)=O. The catalyst is C1COCC1. The product is [CH:13]([O:1][N:2]1[C:3](=[O:12])[C:4]2[C:5](=[CH:8][CH:9]=[CH:10][CH:11]=2)[C:6]1=[O:7])([CH3:18])[CH3:14]. The yield is 0.820.